This data is from Forward reaction prediction with 1.9M reactions from USPTO patents (1976-2016). The task is: Predict the product of the given reaction. (1) Given the reactants [CH2:1]([O:8][C:9]1[CH:14]=[CH:13][C:12]([C:15](=O)[CH2:16][CH2:17][C:18](=O)[CH3:19])=[CH:11][CH:10]=1)[C:2]1[CH:7]=[CH:6][CH:5]=[CH:4][CH:3]=1.C(C1CCC(CC[NH2:35])CC1)CCCC.O.[C:37]1([CH3:47])[CH:42]=[CH:41][C:40](S(O)(=O)=O)=[CH:39][CH:38]=1.[C:48]1(C)C=[CH:52][CH:51]=[CH:50][CH:49]=1, predict the reaction product. The product is: [CH2:1]([O:8][C:9]1[CH:14]=[CH:13][C:12]([C:15]2[N:35]([CH2:47][CH:37]3[CH2:42][CH2:41][CH:40]([CH2:48][CH2:49][CH2:50][CH2:51][CH3:52])[CH2:39][CH2:38]3)[C:18]([CH3:19])=[CH:17][CH:16]=2)=[CH:11][CH:10]=1)[C:2]1[CH:7]=[CH:6][CH:5]=[CH:4][CH:3]=1. (2) Given the reactants C1([CH:7]([C:45]2C=CC=CC=2)[CH2:8][NH:9][C:10]2[N:18]=[C:17]([N:19]3[CH2:23][CH2:22][C@@H:21]([NH:24][C:25](N[C@@H]4CCNC4)=[O:26])[CH2:20]3)[N:16]=[C:15]3[C:11]=2[N:12]=[CH:13][N:14]3[C@@H:33]2[CH2:37][C@H:36]([NH:38][C:39](=[O:42])CO)[C@@H:35]([OH:43])[C@H:34]2[OH:44])C=CC=CC=1.[Cl:51]C1N=C2C(N=CN2[C@@H:61]2C[C@H:64]([NH:66]C(=O)CO)[C@@H:63](O)[C@H:62]2[OH:72])=C(NCC(C2C=CC=CC=2)C2C=CC=CC=2)N=1.ClC1N=C2[C:92](N=CN2[C@@H]2C[C@H](NC(=O)CC)[C@@H](O)[C@H]2O)=[C:91](NC(CC)CC)N=1.[C:116](OC(=O)N([C@H]1C[C@@H](N2C=NC3C2=NC(Cl)=NC=3Cl)[C@H](O)[C@@H]1O)C(=O)CC)(C)(C)[CH3:117].C(N)(=O)CC.N1CC[C@@H](NC(C2C=C(C)ON=2)=O)C1, predict the reaction product. The product is: [ClH:51].[OH:44][C@@H:34]1[C@H:35]([OH:43])[C@@H:36]([NH:38][C:39](=[O:42])[CH2:91][CH3:92])[CH2:37][C@H:33]1[N:14]1[CH:13]=[N:12][C:11]2[C:15]1=[N:16][C:17]([N:19]1[CH2:23][CH2:22][C@@H:21]([NH:24][C:25]([C:64]3[CH:63]=[C:62]([CH3:61])[O:72][N:66]=3)=[O:26])[CH2:20]1)=[N:18][C:10]=2[NH:9][CH:8]([CH2:116][CH3:117])[CH2:7][CH3:45]. (3) Given the reactants Cl[CH2:2][CH2:3][CH2:4][C:5]([O:7][CH:8]1[CH:12]2[O:13][C:14](=[O:21])[CH:15]3[CH:16]([C:17]([O:19][CH3:20])=[O:18])[CH:9]1[CH2:10][CH:11]23)=[O:6].CN(C)C=O.[C:27]([O-:32])(=[O:31])[C:28]([CH3:30])=[CH2:29].[Na+].[I-].[Na+], predict the reaction product. The product is: [C:27]([O:32][CH2:2][CH2:3][CH2:4][C:5]([O:7][CH:8]1[CH:12]2[O:13][C:14](=[O:21])[CH:15]3[CH:16]([C:17]([O:19][CH3:20])=[O:18])[CH:9]1[CH2:10][CH:11]23)=[O:6])(=[O:31])[C:28]([CH3:30])=[CH2:29]. (4) Given the reactants O.O.[Sn](Cl)Cl.[CH2:6]([O:8][C:9]([C:11]1[N:12]([CH3:35])[C:13]([CH2:33][CH3:34])=[C:14]([C:31]#[N:32])[C:15]=1[C:16]1[CH:21]=[CH:20][C:19]([C:22]2[C:27]([N+:28]([O-])=O)=[CH:26][CH:25]=[CH:24][N:23]=2)=[CH:18][CH:17]=1)=[O:10])[CH3:7], predict the reaction product. The product is: [CH2:6]([O:8][C:9]([C:11]1[N:12]([CH3:35])[C:13]([CH2:33][CH3:34])=[C:14]([C:31]#[N:32])[C:15]=1[C:16]1[CH:17]=[CH:18][C:19]([C:22]2[C:27]([NH2:28])=[CH:26][CH:25]=[CH:24][N:23]=2)=[CH:20][CH:21]=1)=[O:10])[CH3:7]. (5) Given the reactants [S:1]([NH:5][C:6]1[CH:13]=[CH:12][CH:11]=[C:10]([O:14][CH2:15][CH2:16][CH3:17])[C:7]=1[C:8]#[N:9])(=[O:4])(=[O:3])[NH2:2].[OH-].[Na+], predict the reaction product. The product is: [NH2:9][C:8]1[C:7]2[C:10]([O:14][CH2:15][CH2:16][CH3:17])=[CH:11][CH:12]=[CH:13][C:6]=2[NH:5][S:1](=[O:4])(=[O:3])[N:2]=1.